This data is from Forward reaction prediction with 1.9M reactions from USPTO patents (1976-2016). The task is: Predict the product of the given reaction. (1) Given the reactants [C:1]([C:5]1[CH:6]=[C:7]([NH:17][C:18]([NH:20][C:21]2[C:30]3[C:25](=[CH:26][CH:27]=[CH:28][CH:29]=3)[C:24]([O:31][CH2:32][C:33]3[CH:38]=[CH:37][N:36]=[CH:35][CH:34]=3)=[CH:23][CH:22]=2)=[O:19])[N:8]([C:10]2[CH:15]=[CH:14][C:13](C)=[CH:12][CH:11]=2)[N:9]=1)([CH3:4])([CH3:3])[CH3:2].[F:39][C:40]([F:50])([F:49])C1C=C(NN)C=CC=1, predict the reaction product. The product is: [C:1]([C:5]1[CH:6]=[C:7]([NH:17][C:18]([NH:20][C:21]2[C:30]3[C:25](=[CH:26][CH:27]=[CH:28][CH:29]=3)[C:24]([O:31][CH2:32][C:33]3[CH:34]=[CH:35][N:36]=[CH:37][CH:38]=3)=[CH:23][CH:22]=2)=[O:19])[N:8]([C:10]2[CH:15]=[CH:14][CH:13]=[C:12]([C:40]([F:50])([F:49])[F:39])[CH:11]=2)[N:9]=1)([CH3:2])([CH3:3])[CH3:4]. (2) Given the reactants [Br:1][C:2]1[C:7]([CH3:8])=[N:6][C:5]([N:9]2[CH2:14][CH2:13][N:12]([CH3:15])[CH2:11][CH2:10]2)=[C:4]([NH:16][NH2:17])[N:3]=1.CC(O)=O.[N:22]([O-])=O.[Na+], predict the reaction product. The product is: [Br:1][C:2]1[N:3]2[N:22]=[N:17][N:16]=[C:4]2[C:5]([N:9]2[CH2:10][CH2:11][N:12]([CH3:15])[CH2:13][CH2:14]2)=[N:6][C:7]=1[CH3:8]. (3) The product is: [NH2:8][C:9]1[C:13]2[CH:14]=[CH:15][C:16]([CH3:33])=[C:17]([C:18]3[CH:23]=[C:22]4[NH:24][C:25](=[O:32])[C:26]5([CH2:27][CH2:28][O:29][CH2:30][CH2:31]5)[C:21]4=[CH:20][CH:19]=3)[C:12]=2[O:11][N:10]=1. Given the reactants COC1C=CC(C[NH:8][C:9]2[C:13]3[CH:14]=[CH:15][C:16]([CH3:33])=[C:17]([C:18]4[CH:23]=[C:22]5[NH:24][C:25](=[O:32])[C:26]6([CH2:31][CH2:30][O:29][CH2:28][CH2:27]6)[C:21]5=[CH:20][CH:19]=4)[C:12]=3[O:11][N:10]=2)=CC=1.FC(F)(F)C(O)=O.O.C(=O)([O-])O.[Na+], predict the reaction product. (4) Given the reactants Cl[C:2]1[CH:3]=[CH:4][C:5]2[N:11]3[CH2:12][C@H:8]([CH2:9][CH2:10]3)[N:7]([C:13]([NH:15][C:16]3[CH:21]=[N:20][CH:19]=[CH:18][N:17]=3)=[O:14])[C:6]=2[N:22]=1.[F:23][C:24]([F:32])([F:31])[CH:25]1[CH2:30][CH2:29][NH:28][CH2:27][CH2:26]1.C([O-])([O-])=O.[Cs+].[Cs+].CC(C1C=C(C(C)C)C(C2C=CC=CC=2P(C2CCCCC2)C2CCCCC2)=C(C(C)C)C=1)C, predict the reaction product. The product is: [N:17]1[CH:18]=[CH:19][N:20]=[CH:21][C:16]=1[NH:15][C:13]([N:7]1[C@@H:8]2[CH2:12][N:11]([CH2:10][CH2:9]2)[C:5]2[CH:4]=[CH:3][C:2]([N:28]3[CH2:29][CH2:30][CH:25]([C:24]([F:32])([F:31])[F:23])[CH2:26][CH2:27]3)=[N:22][C:6]1=2)=[O:14]. (5) Given the reactants [Br:1][C:2]1[CH:3]=[C:4]2[C:9](=[CH:10][CH:11]=1)[N:8]=[CH:7][N:6]=[C:5]2[C:12]1[CH:13]=[C:14]([CH:18]=[CH:19][CH:20]=1)[C:15]([OH:17])=O.CN(C(ON1N=NC2C=CC=CC1=2)=[N+](C)C)C.F[P-](F)(F)(F)(F)F.CCN(C(C)C)C(C)C.[C:54]([O:58][C:59]([N:61]1[CH2:66][CH2:65][NH:64][CH2:63][C@H:62]1[CH3:67])=[O:60])([CH3:57])([CH3:56])[CH3:55], predict the reaction product. The product is: [C:54]([O:58][C:59]([N:61]1[CH2:66][CH2:65][N:64]([C:15](=[O:17])[C:14]2[CH:18]=[CH:19][CH:20]=[C:12]([C:5]3[C:4]4[C:9](=[CH:10][CH:11]=[C:2]([Br:1])[CH:3]=4)[N:8]=[CH:7][N:6]=3)[CH:13]=2)[CH2:63][C@H:62]1[CH3:67])=[O:60])([CH3:57])([CH3:55])[CH3:56]. (6) Given the reactants C(NC(C)C)(C)C.C([Li])CCC.[CH3:13][O:14][C:15]1[CH:30]=[CH:29][C:18]([CH2:19][N:20]([CH3:28])[C:21]2[CH:26]=[CH:25][CH:24]=[C:23]([F:27])[N:22]=2)=[CH:17][CH:16]=1.[B:31](OC(C)C)([O:36]C(C)C)[O:32]C(C)C.[Cl-].[NH4+], predict the reaction product. The product is: [CH3:13][O:14][C:15]1[CH:16]=[CH:17][C:18]([CH2:19][N:20]([CH3:28])[C:21]2[N:22]=[C:23]([F:27])[C:24]([B:31]([OH:36])[OH:32])=[CH:25][CH:26]=2)=[CH:29][CH:30]=1.